From a dataset of Reaction yield outcomes from USPTO patents with 853,638 reactions. Predict the reaction yield, written as a fraction of the theoretical maximum amount of product (1.0 means a 100% yield; for example, 0.34 means a 34% yield). The reactants are [OH-:1].[Na+].[C:3]1([C:9]2([C:25]3[CH:30]=[CH:29][CH:28]=[CH:27][CH:26]=3)[CH:18]=[CH:17][C:16]3[C:15]4[CH:19]=[CH:20][C:21](=[O:24])[C:22](=[O:23])[C:14]=4[CH:13]=[CH:12][C:11]=3[O:10]2)[CH:8]=[CH:7][CH:6]=[CH:5][CH:4]=1.Cl. The catalyst is C(O)C. The product is [OH:24][C:21]1[C:22](=[O:23])[C:14]2[CH:13]=[CH:12][C:11]3[O:10][C:9]([C:3]4[CH:4]=[CH:5][CH:6]=[CH:7][CH:8]=4)([C:25]4[CH:26]=[CH:27][CH:28]=[CH:29][CH:30]=4)[CH:18]=[CH:17][C:16]=3[C:15]=2[C:19](=[O:1])[CH:20]=1. The yield is 0.240.